From a dataset of Forward reaction prediction with 1.9M reactions from USPTO patents (1976-2016). Predict the product of the given reaction. (1) Given the reactants Cl[C:2]1[N:7]=[CH:6][C:5]([C:8]([O:10]C)=[O:9])=[C:4]([C:12]([F:15])([F:14])[F:13])[CH:3]=1.C1OCCOCCOCCOCCOCCOC1.[CH3:34][S-:35], predict the reaction product. The product is: [CH3:34][S:35][C:2]1[CH:3]=[C:4]([C:12]([F:15])([F:14])[F:13])[C:5]([C:8]([OH:10])=[O:9])=[CH:6][N:7]=1. (2) Given the reactants [F:1][C:2]1[CH:3]=[C:4]([CH:13](O)[CH2:14][O:15][CH3:16])[CH:5]=[CH:6][C:7]=1[N:8]1[CH:12]=[CH:11][CH:10]=[CH:9]1.C1(=O)C2C(=CC=CC=2)C(=O)[NH:19]1.C1(P(C2C=CC=CC=2)C2C=CC=CC=2)C=CC=CC=1.N(C(OC(C)C)=O)=NC(OC(C)C)=O.CNC, predict the reaction product. The product is: [F:1][C:2]1[CH:3]=[C:4]([CH:13]([NH2:19])[CH2:14][O:15][CH3:16])[CH:5]=[CH:6][C:7]=1[N:8]1[CH:12]=[CH:11][CH:10]=[CH:9]1.